Dataset: Catalyst prediction with 721,799 reactions and 888 catalyst types from USPTO. Task: Predict which catalyst facilitates the given reaction. (1) Reactant: C[O:2][C:3](=[O:33])[CH2:4][CH2:5][C:6]1[CH:11]=[CH:10][C:9]([O:12][CH2:13][CH2:14][C@@H:15]([O:17][C:18]2[C:23]([O:24][C:25]3[CH:30]=[CH:29][CH:28]=[CH:27][CH:26]=3)=[CH:22][C:21]([Cl:31])=[CH:20][N:19]=2)[CH3:16])=[CH:8][C:7]=1[CH3:32]. Product: [Cl:31][C:21]1[CH:22]=[C:23]([O:24][C:25]2[CH:26]=[CH:27][CH:28]=[CH:29][CH:30]=2)[C:18]([O:17][C@@H:15]([CH3:16])[CH2:14][CH2:13][O:12][C:9]2[CH:10]=[CH:11][C:6]([CH2:5][CH2:4][C:3]([OH:33])=[O:2])=[C:7]([CH3:32])[CH:8]=2)=[N:19][CH:20]=1. The catalyst class is: 5. (2) Reactant: [C:1]([O:5][C:6]([N:8]1[CH2:17][CH2:16][C:15]2[C:10](=[CH:11][CH:12]=[C:13]([O:20]CC3C=CC=CC=3)[C:14]=2[O:18][CH3:19])[CH2:9]1)=[O:7])([CH3:4])([CH3:3])[CH3:2]. Product: [C:1]([O:5][C:6]([N:8]1[CH2:17][CH2:16][C:15]2[C:10](=[CH:11][CH:12]=[C:13]([OH:20])[C:14]=2[O:18][CH3:19])[CH2:9]1)=[O:7])([CH3:4])([CH3:3])[CH3:2]. The catalyst class is: 123.